From a dataset of Peptide-MHC class I binding affinity with 185,985 pairs from IEDB/IMGT. Regression. Given a peptide amino acid sequence and an MHC pseudo amino acid sequence, predict their binding affinity value. This is MHC class I binding data. (1) The peptide sequence is PMGFSYDTR. The MHC is Patr-A0101 with pseudo-sequence Patr-A0101. The binding affinity (normalized) is 0.413. (2) The peptide sequence is KSCLPACVY. The MHC is HLA-B46:01 with pseudo-sequence HLA-B46:01. The binding affinity (normalized) is 0.0847.